This data is from Catalyst prediction with 721,799 reactions and 888 catalyst types from USPTO. The task is: Predict which catalyst facilitates the given reaction. (1) Reactant: [NH2:1][C:2]1[C:10]2[C:9]([C:11]3[CH:16]=[CH:15][CH:14]=[C:13]([NH2:17])[CH:12]=3)=[N:8][C:7]([NH:18][CH:19]3[CH2:21][CH2:20]3)=[N:6][C:5]=2[S:4][C:3]=1[C:22]([NH2:24])=[O:23].[C:25]1([N:31]=[C:32]=[O:33])[CH:30]=[CH:29][CH:28]=[CH:27][CH:26]=1. Product: [NH2:1][C:2]1[C:10]2[C:9]([C:11]3[CH:16]=[CH:15][CH:14]=[C:13]([NH:17][C:32]([NH:31][C:25]4[CH:30]=[CH:29][CH:28]=[CH:27][CH:26]=4)=[O:33])[CH:12]=3)=[N:8][C:7]([NH:18][CH:19]3[CH2:20][CH2:21]3)=[N:6][C:5]=2[S:4][C:3]=1[C:22]([NH2:24])=[O:23]. The catalyst class is: 1. (2) Reactant: [NH:1]1[C:9]2[C:4](=[CH:5][CH:6]=[CH:7][CH:8]=2)[C:3](=[O:10])[C:2]1=[O:11].[N:12]1[CH:17]=[CH:16][C:15](B(O)O)=[CH:14][CH:13]=1.C(N(CC)CC)C.N1C=CC=CC=1. Product: [N:12]1[CH:17]=[CH:16][C:15]([N:1]2[C:9]3[C:4](=[CH:5][CH:6]=[CH:7][CH:8]=3)[C:3](=[O:10])[C:2]2=[O:11])=[CH:14][CH:13]=1. The catalyst class is: 4. (3) Reactant: [CH2:1]([O:8][C:9]1[C:10]([C:18]2([CH2:38][O:39][CH2:40][C:41]3[CH:46]=[CH:45][CH:44]=[CH:43][CH:42]=3)[C:26]3[C:21](=[CH:22][CH:23]=[CH:24][CH:25]=3)[N:20]([CH2:27][C:28]3[O:29][C:30]([C:33]([F:36])([F:35])[F:34])=[CH:31][CH:32]=3)[C:19]2=[O:37])=[CH:11][C:12]2[O:16][CH2:15][O:14][C:13]=2[CH:17]=1)[C:2]1[CH:7]=[CH:6][CH:5]=[CH:4][CH:3]=1. Product: [CH2:1]([O:8][C:9]1[C:10]([C@:18]2([CH2:38][O:39][CH2:40][C:41]3[CH:46]=[CH:45][CH:44]=[CH:43][CH:42]=3)[C:26]3[C:21](=[CH:22][CH:23]=[CH:24][CH:25]=3)[N:20]([CH2:27][C:28]3[O:29][C:30]([C:33]([F:34])([F:35])[F:36])=[CH:31][CH:32]=3)[C:19]2=[O:37])=[CH:11][C:12]2[O:16][CH2:15][O:14][C:13]=2[CH:17]=1)[C:2]1[CH:7]=[CH:6][CH:5]=[CH:4][CH:3]=1. The catalyst class is: 8. (4) Reactant: CS(O[CH2:6][CH2:7][CH2:8][C:9]1[C:13]([C:14]([NH:16][C:17]2[CH:22]=[CH:21][C:20]([F:23])=[C:19]([Cl:24])[CH:18]=2)=[O:15])=[N:12][O:11][N:10]=1)(=O)=O.CCN(C(C)C)C(C)C.[NH:34]1[CH2:39][CH2:38][O:37][CH2:36][CH2:35]1. Product: [Cl:24][C:19]1[CH:18]=[C:17]([NH:16][C:14]([C:13]2[C:9]([CH2:8][CH2:7][CH2:6][N:34]3[CH2:39][CH2:38][O:37][CH2:36][CH2:35]3)=[N:10][O:11][N:12]=2)=[O:15])[CH:22]=[CH:21][C:20]=1[F:23]. The catalyst class is: 10. (5) Reactant: Br[C:2]1[CH:11]=[CH:10][C:9]([O:12][CH3:13])=[C:8]2[C:3]=1[CH:4]=[CH:5][C:6]([CH:14]([CH3:16])[CH3:15])=[N:7]2.C([Li])CCC.CCCCCC.[C:28]1(=[O:34])[O:33][C:31](=[O:32])[CH2:30][CH2:29]1.[Cl-].[NH4+].[OH-].[Na+]. Product: [CH3:13][O:12][C:9]1[CH:10]=[CH:11][C:2]([C:28](=[O:34])[CH2:29][CH2:30][C:31]([OH:33])=[O:32])=[C:3]2[C:8]=1[N:7]=[C:6]([CH:14]([CH3:16])[CH3:15])[CH:5]=[CH:4]2. The catalyst class is: 1.